Dataset: Peptide-MHC class I binding affinity with 185,985 pairs from IEDB/IMGT. Task: Regression. Given a peptide amino acid sequence and an MHC pseudo amino acid sequence, predict their binding affinity value. This is MHC class I binding data. The peptide sequence is YSFKLILAEY. The MHC is HLA-A33:01 with pseudo-sequence HLA-A33:01. The binding affinity (normalized) is 0.170.